From a dataset of Full USPTO retrosynthesis dataset with 1.9M reactions from patents (1976-2016). Predict the reactants needed to synthesize the given product. (1) Given the product [Cl:1][C:2]1[CH:3]=[CH:4][C:5]([C:8]2[N:9]=[C:10]([CH2:13][CH2:14][NH:15][C:28](=[O:29])[C:27]3[CH:31]=[C:23]([C:20]4[N:19]=[C:18]([C:17]([F:33])([F:32])[F:16])[O:22][N:21]=4)[CH:24]=[N:25][CH:26]=3)[S:11][CH:12]=2)=[CH:6][CH:7]=1, predict the reactants needed to synthesize it. The reactants are: [Cl:1][C:2]1[CH:7]=[CH:6][C:5]([C:8]2[N:9]=[C:10]([CH2:13][CH2:14][NH2:15])[S:11][CH:12]=2)=[CH:4][CH:3]=1.[F:16][C:17]([F:33])([F:32])[C:18]1[O:22][N:21]=[C:20]([C:23]2[CH:24]=[N:25][CH:26]=[C:27]([CH:31]=2)[C:28](O)=[O:29])[N:19]=1. (2) The reactants are: [CH2:1]([O:8][C:9]1[C:13]([CH2:14][C:15]#N)=[CH:12][N:11]([CH3:17])[N:10]=1)[C:2]1[CH:7]=[CH:6][CH:5]=[CH:4][CH:3]=1.[OH-:18].[Na+].[O:20]1[CH2:24]CCC1.Cl. Given the product [CH2:1]([O:8][C:9]1[C:13]([CH2:14][C:15]([O:20][CH3:24])=[O:18])=[CH:12][N:11]([CH3:17])[N:10]=1)[C:2]1[CH:7]=[CH:6][CH:5]=[CH:4][CH:3]=1, predict the reactants needed to synthesize it.